Dataset: Full USPTO retrosynthesis dataset with 1.9M reactions from patents (1976-2016). Task: Predict the reactants needed to synthesize the given product. (1) Given the product [O:3]1[C:7]2[CH:8]=[CH:9][CH:10]=[C:11]([CH:12]3[CH2:17][CH2:16][N:15]([CH2:18][CH2:19][C@H:20]4[CH2:21][CH2:22][C@H:23]([NH:26][C:37](=[O:38])[C:36]5[CH:35]=[CH:34][C:33]([N:27]6[CH2:32][CH2:31][O:30][CH2:29][CH2:28]6)=[CH:41][CH:40]=5)[CH2:24][CH2:25]4)[CH2:14][CH2:13]3)[C:6]=2[CH2:5][CH2:4]1, predict the reactants needed to synthesize it. The reactants are: Cl.Cl.[O:3]1[C:7]2[CH:8]=[CH:9][CH:10]=[C:11]([CH:12]3[CH2:17][CH2:16][N:15]([CH2:18][CH2:19][C@H:20]4[CH2:25][CH2:24][C@H:23]([NH2:26])[CH2:22][CH2:21]4)[CH2:14][CH2:13]3)[C:6]=2[CH2:5][CH2:4]1.[N:27]1([C:33]2[CH:41]=[CH:40][C:36]([C:37](O)=[O:38])=[CH:35][CH:34]=2)[CH2:32][CH2:31][O:30][CH2:29][CH2:28]1. (2) Given the product [F:4][C:5]1([F:10])[CH2:9][CH2:8][N:7]([CH2:12][CH2:13][CH2:14][CH2:15][NH2:16])[CH2:6]1, predict the reactants needed to synthesize it. The reactants are: N#N.Cl.[F:4][C:5]1([F:10])[CH2:9][CH2:8][NH:7][CH2:6]1.Br[CH2:12][CH2:13][CH2:14][C:15]#[N:16].C([O-])([O-])=O.[K+].[K+]. (3) Given the product [F:1][C:2]1[C:8]([NH:19][CH2:18][C:17]2[CH:20]=[CH:21][C:14]([F:13])=[CH:15][CH:16]=2)=[CH:7][C:5]([NH2:6])=[C:4]([N+:10]([O-:12])=[O:11])[CH:3]=1, predict the reactants needed to synthesize it. The reactants are: [F:1][C:2]1[C:8](F)=[CH:7][C:5]([NH2:6])=[C:4]([N+:10]([O-:12])=[O:11])[CH:3]=1.[F:13][C:14]1[CH:21]=[CH:20][C:17]([CH2:18][NH2:19])=[CH:16][CH:15]=1.CCN(CC)CC. (4) Given the product [C:8]([O:12][C:13](=[O:41])[NH:14][C@@H:15]([CH2:16][N:17]1[CH2:22][C:21](=[O:23])[N:20]([C:24]2[C:29]([F:30])=[CH:28][CH:27]=[CH:26][C:25]=2[F:31])[CH2:19][C:18]1([CH3:33])[CH3:32])[C@@H:34]([OH:35])[CH2:38][C@H:37]([C:36](=[O:40])[NH:49][CH:43]1[CH2:48][CH2:47][CH2:46][CH2:45][CH2:44]1)[CH3:39])([CH3:11])([CH3:9])[CH3:10], predict the reactants needed to synthesize it. The reactants are: OC1C=CC=CN=1.[C:8]([O:12][C:13](=[O:41])[NH:14][C@H:15]([C@@H:34]1[CH2:38][C@@H:37]([CH3:39])[C:36](=[O:40])[O:35]1)[CH2:16][N:17]1[CH2:22][C:21](=[O:23])[N:20]([C:24]2[C:29]([F:30])=[CH:28][CH:27]=[CH:26][C:25]=2[F:31])[CH2:19][C:18]1([CH3:33])[CH3:32])([CH3:11])([CH3:10])[CH3:9].O.[CH:43]1([NH2:49])[CH2:48][CH2:47][CH2:46][CH2:45][CH2:44]1. (5) The reactants are: [F:1][C:2]([F:30])([F:29])[C:3]1[CH:4]=[C:5]([CH:22]=[C:23]([C:25]([F:28])([F:27])[F:26])[CH:24]=1)[CH2:6][N:7]1[C:11]([C:12]2[CH:17]=[CH:16][C:15]([F:18])=[CH:14][CH:13]=2)=[C:10]([C:19](O)=[O:20])[N:9]=[N:8]1.[Cl:31][C:32]1[CH:37]=[CH:36][CH:35]=[CH:34][C:33]=1[CH:38]1[CH2:42][CH2:41][CH2:40][NH:39]1.OC1C=CC2NN=NC=2N=1.CCN=C=NCCCN(C)C. Given the product [F:28][C:25]([F:26])([F:27])[C:23]1[CH:22]=[C:5]([CH:4]=[C:3]([C:2]([F:30])([F:1])[F:29])[CH:24]=1)[CH2:6][N:7]1[C:11]([C:12]2[CH:13]=[CH:14][C:15]([F:18])=[CH:16][CH:17]=2)=[C:10]([C:19]([N:39]2[CH2:40][CH2:41][CH2:42][CH:38]2[C:33]2[CH:34]=[CH:35][CH:36]=[CH:37][C:32]=2[Cl:31])=[O:20])[N:9]=[N:8]1, predict the reactants needed to synthesize it. (6) Given the product [Br:1][C:2]1[CH:10]=[CH:9][C:8]([CH3:11])=[CH:7][C:3]=1[CH2:4][O:5][CH2:20][O:21][CH3:22], predict the reactants needed to synthesize it. The reactants are: [Br:1][C:2]1[CH:10]=[CH:9][C:8]([CH3:11])=[CH:7][C:3]=1[C:4](O)=[O:5].BrC1C=CC(Cl)=CC=1[CH2:20][O:21][CH2:22]OC. (7) Given the product [CH2:22]([N:21]([CH2:19][CH3:20])[C:14]([C:10]1[CH:11]=[N:12][O:13][C:9]=1[C:6]1[CH:5]=[CH:4][C:3]([C:2]([F:1])([F:18])[F:17])=[CH:8][CH:7]=1)=[O:16])[C:23]1[CH:28]=[CH:27][CH:26]=[CH:25][CH:24]=1, predict the reactants needed to synthesize it. The reactants are: [F:1][C:2]([F:18])([F:17])[C:3]1[CH:8]=[CH:7][C:6]([C:9]2[O:13][N:12]=[CH:11][C:10]=2[C:14]([OH:16])=O)=[CH:5][CH:4]=1.[CH2:19]([NH:21][CH2:22][C:23]1[CH:28]=[CH:27][CH:26]=[CH:25][CH:24]=1)[CH3:20]. (8) Given the product [Cl:47][C:44]1[CH:45]=[CH:46][C:41]([C:30]2[N:31]([CH2:34][C@H:35]([OH:40])[C:36]([F:39])([F:38])[F:37])[C:32](=[O:33])[N:28]([CH2:27][C:26]([NH:25][CH2:24][C:23]([NH:22][CH:10]=[O:11])([C:50]3[CH:55]=[CH:54][CH:53]=[C:52]([C:56]([F:59])([F:58])[F:57])[CH:51]=3)[CH3:49])=[O:48])[N:29]=2)=[CH:42][CH:43]=1, predict the reactants needed to synthesize it. The reactants are: C(N(CC)C(C)C)(C)C.[CH:10](OC1C=CC([N+]([O-])=O)=CC=1)=[O:11].[NH2:22][C:23]([C:50]1[CH:55]=[CH:54][CH:53]=[C:52]([C:56]([F:59])([F:58])[F:57])[CH:51]=1)([CH3:49])[CH2:24][NH:25][C:26](=[O:48])[CH2:27][N:28]1[C:32](=[O:33])[N:31]([CH2:34][C@H:35]([OH:40])[C:36]([F:39])([F:38])[F:37])[C:30]([C:41]2[CH:46]=[CH:45][C:44]([Cl:47])=[CH:43][CH:42]=2)=[N:29]1.[OH-].[Li+].Cl.